From a dataset of Reaction yield outcomes from USPTO patents with 853,638 reactions. Predict the reaction yield, written as a fraction of the theoretical maximum amount of product (1.0 means a 100% yield; for example, 0.34 means a 34% yield). (1) The reactants are C([O:3][C:4]([C:6]1[S:10][C:9]([C:11]2[CH:12]=[N:13][CH:14]=[CH:15][CH:16]=2)=[N:8][C:7]=1[C:17]([F:20])([F:19])[F:18])=[O:5])C.[OH-].[Na+].Cl.O. The catalyst is CO. The product is [N:13]1[CH:14]=[CH:15][CH:16]=[C:11]([C:9]2[S:10][C:6]([C:4]([OH:5])=[O:3])=[C:7]([C:17]([F:19])([F:20])[F:18])[N:8]=2)[CH:12]=1. The yield is 0.580. (2) The reactants are [F:1][C:2]1[CH:3]=[C:4]([CH:15]=[CH:16][C:17]=1[F:18])[O:5][C:6]1[N:11]=[CH:10][C:9]([CH2:12][OH:13])=[CH:8][C:7]=1[F:14].C(N(CC)CC)C.[CH3:26][S:27](Cl)(=[O:29])=[O:28].O. The catalyst is ClCCl. The product is [CH3:26][S:27]([O:13][CH2:12][C:9]1[CH:10]=[N:11][C:6]([O:5][C:4]2[CH:15]=[CH:16][C:17]([F:18])=[C:2]([F:1])[CH:3]=2)=[C:7]([F:14])[CH:8]=1)(=[O:29])=[O:28]. The yield is 0.423.